From a dataset of Peptide-MHC class II binding affinity with 134,281 pairs from IEDB. Regression. Given a peptide amino acid sequence and an MHC pseudo amino acid sequence, predict their binding affinity value. This is MHC class II binding data. The peptide sequence is AMTDTTPFGQQRVFK. The MHC is DRB1_0404 with pseudo-sequence DRB1_0404. The binding affinity (normalized) is 0.243.